The task is: Predict which catalyst facilitates the given reaction.. This data is from Catalyst prediction with 721,799 reactions and 888 catalyst types from USPTO. (1) The catalyst class is: 6. Product: [CH3:20][C:21]1[CH:22]=[C:23]([CH:26]=[CH:27][CH:28]=1)[CH2:24][O:18][C:15]1[CH:14]=[CH:13][C:12]([CH2:11][NH:10][C:8](=[O:9])[C:7]2[CH:6]=[CH:5][CH:4]=[N:3][C:2]=2[NH2:1])=[CH:17][CH:16]=1. Reactant: [NH2:1][C:2]1[C:7]([C:8]([NH:10][CH2:11][C:12]2[CH:17]=[CH:16][C:15]([O-:18])=[CH:14][CH:13]=2)=[O:9])=[CH:6][CH:5]=[CH:4][N:3]=1.[Na+].[CH3:20][C:21]1[CH:22]=[C:23]([CH:26]=[CH:27][CH:28]=1)[CH2:24]Cl.C(=O)([O-])[O-].[Cs+].[Cs+].CN(C=O)C. (2) Reactant: O=P(Cl)(Cl)[Cl:3].CN(C)C1C=CC=CC=1.[CH3:15][O:16][C:17]1[CH:39]=[CH:38][C:20]([CH2:21][N:22]2[C:31]3[C:26](=[CH:27][C:28]([C:32]([O:34][CH3:35])=[O:33])=[CH:29][CH:30]=3)[NH:25][C:24](=O)[C:23]2=[O:37])=[CH:19][CH:18]=1. Product: [Cl:3][C:24]1[C:23](=[O:37])[N:22]([CH2:21][C:20]2[CH:38]=[CH:39][C:17]([O:16][CH3:15])=[CH:18][CH:19]=2)[C:31]2[C:26]([N:25]=1)=[CH:27][C:28]([C:32]([O:34][CH3:35])=[O:33])=[CH:29][CH:30]=2. The catalyst class is: 11. (3) Reactant: [CH3:1][O:2][C:3]1[CH:8]=[CH:7][C:6]([S:9]([CH:12]([CH3:14])[CH3:13])(=[O:11])=[O:10])=[CH:5][CH:4]=1.P(Cl)(Cl)(Cl)(Cl)Cl.[Cl:21][S:22](O)(=[O:24])=[O:23]. Product: [CH3:1][O:2][C:3]1[CH:4]=[CH:5][C:6]([S:9]([CH:12]([CH3:14])[CH3:13])(=[O:11])=[O:10])=[CH:7][C:8]=1[S:22]([Cl:21])(=[O:24])=[O:23]. The catalyst class is: 4. (4) Reactant: [C:1]([C:3]1[CH:12]=[C:11]([N+:13]([O-])=O)[CH:10]=[CH:9][C:4]=1[C:5]([O:7][CH3:8])=[O:6])#[N:2]. Product: [NH2:13][C:11]1[CH:10]=[CH:9][C:4]([C:5]([O:7][CH3:8])=[O:6])=[C:3]([C:1]#[N:2])[CH:12]=1. The catalyst class is: 19. (5) Reactant: [F:1][C:2]1[C:10]([N+:11]([O-])=O)=[CH:9][CH:8]=[C:7]2[C:3]=1[C:4]([CH3:16])([CH3:15])[C:5](=[O:14])[NH:6]2.C(=O)([O-])[O-].[Cs+].[Cs+].Br[CH:24]([CH3:26])[CH3:25].[Cl-].[NH4+]. Product: [NH2:11][C:10]1[C:2]([F:1])=[C:3]2[C:7](=[CH:8][CH:9]=1)[N:6]([CH:24]([CH3:26])[CH3:25])[C:5](=[O:14])[C:4]2([CH3:16])[CH3:15]. The catalyst class is: 3.